The task is: Predict which catalyst facilitates the given reaction.. This data is from Catalyst prediction with 721,799 reactions and 888 catalyst types from USPTO. (1) Reactant: [Br:1][C:2]1[CH:7]=[CH:6][C:5]([CH:8]([C:20]2[CH:25]=[CH:24][CH:23]=[CH:22][C:21]=2[F:26])[CH2:9][C:10]([C:12]2[CH:13]=[N:14][C:15]([O:18]C)=[CH:16][CH:17]=2)=[O:11])=[CH:4][CH:3]=1.Cl. Product: [Br:1][C:2]1[CH:7]=[CH:6][C:5]([CH:8]([C:20]2[CH:25]=[CH:24][CH:23]=[CH:22][C:21]=2[F:26])[CH2:9][C:10]([C:12]2[CH:17]=[CH:16][C:15](=[O:18])[NH:14][CH:13]=2)=[O:11])=[CH:4][CH:3]=1. The catalyst class is: 12. (2) Product: [NH2:18][C:5]1[CH:4]=[C:3]([O:2][CH3:1])[C:12]([O:13][CH2:14][CH2:15][O:16][CH3:17])=[CH:11][C:6]=1[C:7]([O:9][CH3:10])=[O:8]. The catalyst class is: 458. Reactant: [CH3:1][O:2][C:3]1[C:12]([O:13][CH2:14][CH2:15][O:16][CH3:17])=[CH:11][C:6]([C:7]([O:9][CH3:10])=[O:8])=[C:5]([N+:18]([O-])=O)[CH:4]=1.[H][H]. (3) Reactant: [Cl:1][C:2]1[N:3]=[CH:4][C:5]2[S:10][CH:9]=[C:8]([C:11]([OH:13])=O)[C:6]=2[N:7]=1.[CH:14](N(CC)C(C)C)(C)C.CN(C)[CH:25]=[O:26].C1CN(C(ON2N=[N:47][C:46]3[C:41]2=[CH:42][CH:43]=[CH:44][CH:45]=3)=[N+]2CCCC2)CC1.F[P-](F)(F)(F)(F)F.[OH2:56]. Product: [CH3:14][O:56][C:41]1[CH:42]=[C:43]([O:26][CH3:25])[CH:44]=[CH:45][C:46]=1[NH:47][C:11]([C:8]1[C:6]2[N:7]=[C:2]([Cl:1])[N:3]=[CH:4][C:5]=2[S:10][CH:9]=1)=[O:13]. The catalyst class is: 4. (4) Reactant: C(=O)([O-])[O-].[K+].[K+].[NH:7]1[C:12]2([CH2:17][CH2:16][C:15](=[O:18])[CH2:14][CH2:13]2)[C:11](=[O:19])[NH:10][CH2:9][CH2:8]1.[C:20]([O:24][C:25](O[C:25]([O:24][C:20]([CH3:23])([CH3:22])[CH3:21])=[O:26])=[O:26])([CH3:23])([CH3:22])[CH3:21].O. Product: [O:19]=[C:11]1[C:12]2([CH2:13][CH2:14][C:15](=[O:18])[CH2:16][CH2:17]2)[NH:7][CH2:8][CH2:9][N:10]1[C:25]([O:24][C:20]([CH3:23])([CH3:22])[CH3:21])=[O:26]. The catalyst class is: 594. (5) Reactant: COC(=O)C(NC(OC(C)(C)C)=O)CO.C(OC(OC(OC(C)(C)C)=O)=O)(C)(C)C.[CH3:31][O:32][C:33](=[O:59])[CH:34]([N:44]([C:52]([O:54][C:55]([CH3:58])([CH3:57])[CH3:56])=[O:53])[C:45]([O:47][C:48]([CH3:51])([CH3:50])[CH3:49])=[O:46])[CH2:35]OC(OC(C)(C)C)=O. Product: [CH3:31][O:32][C:33](=[O:59])[C:34]([N:44]([C:52]([O:54][C:55]([CH3:58])([CH3:57])[CH3:56])=[O:53])[C:45]([O:47][C:48]([CH3:51])([CH3:50])[CH3:49])=[O:46])=[CH2:35]. The catalyst class is: 599. (6) Product: [N:12]1[CH:17]=[CH:16][CH:15]=[C:14]([C:2]2[CH:8]=[CH:7][C:5]([NH2:6])=[C:4]([N+:9]([O-:11])=[O:10])[CH:3]=2)[CH:13]=1. Reactant: Br[C:2]1[CH:8]=[CH:7][C:5]([NH2:6])=[C:4]([N+:9]([O-:11])=[O:10])[CH:3]=1.[N:12]1[CH:17]=[CH:16][CH:15]=[C:14](B(O)O)[CH:13]=1.P([O-])([O-])([O-])=O.[K+].[K+].[K+]. The catalyst class is: 3. (7) Reactant: [CH3:1][C:2]1[CH:7]=[CH:6][C:5]([N+:8]([O-])=O)=[CH:4][C:3]=1[NH:11][C:12]1[O:13][C:14]([C:17]2[CH:22]=[CH:21][N:20]=[CH:19][CH:18]=2)=[CH:15][N:16]=1.O.NN. Product: [CH3:1][C:2]1[CH:7]=[CH:6][C:5]([NH2:8])=[CH:4][C:3]=1[NH:11][C:12]1[O:13][C:14]([C:17]2[CH:22]=[CH:21][N:20]=[CH:19][CH:18]=2)=[CH:15][N:16]=1. The catalyst class is: 29. (8) Reactant: OCC1C=CC=C[C:4]=1[C:9]1[S:10][C:11]([C:14]([F:17])([F:16])[F:15])=[CH:12][CH:13]=1.[OH:18][C:19]1[CH:26]=[CH:25][C:22]([CH:23]=[O:24])=[CH:21][CH:20]=1.CCOC(/N=N/C(O[CH2:37][CH3:38])=O)=O. Product: [C:38]1([C:12]2[CH:13]=[C:9]([CH2:4][O:18][C:19]3[CH:26]=[CH:25][C:22]([CH:23]=[O:24])=[CH:21][CH:20]=3)[S:10][C:11]=2[C:14]([F:15])([F:16])[F:17])[CH:37]=[CH:12][CH:13]=[CH:9][CH:4]=1. The catalyst class is: 1. (9) Reactant: Cl[C:2]1[C:7]([C:8]([NH:10][C:11]2[CH:16]=[CH:15][C:14]([N:17]([CH2:25][CH2:26][C:27]3[CH:32]=[CH:31][CH:30]=[CH:29][N:28]=3)[C:18](=[O:24])[O:19][C:20]([CH3:23])([CH3:22])[CH3:21])=[CH:13][CH:12]=2)=[O:9])=[CH:6][CH:5]=[C:4]([CH3:33])[N:3]=1.[CH3:34][S-:35].[Na+].C(OCC)(=O)C.O. Product: [CH3:33][C:4]1[N:3]=[C:2]([S:35][CH3:34])[C:7]([C:8]([NH:10][C:11]2[CH:12]=[CH:13][C:14]([N:17]([CH2:25][CH2:26][C:27]3[CH:32]=[CH:31][CH:30]=[CH:29][N:28]=3)[C:18](=[O:24])[O:19][C:20]([CH3:23])([CH3:22])[CH3:21])=[CH:15][CH:16]=2)=[O:9])=[CH:6][CH:5]=1. The catalyst class is: 9.